From a dataset of Full USPTO retrosynthesis dataset with 1.9M reactions from patents (1976-2016). Predict the reactants needed to synthesize the given product. (1) The reactants are: [C:1]([C:5]1[O:9][N:8]=[C:7]([NH:10][C:11]([NH:13][C:14]2[CH:19]=[CH:18][CH:17]=[C:16]([O:20][C:21]3[C:30]4[C:25](=[CH:26][C:27]([O:35][CH3:36])=[C:28]([O:31][CH2:32][CH2:33]Cl)[CH:29]=4)[N:24]=[CH:23][N:22]=3)[CH:15]=2)=[O:12])[CH:6]=1)([CH3:4])([CH3:3])[CH3:2].[NH:37]1[CH2:42][CH2:41][O:40][CH2:39][CH2:38]1. Given the product [C:1]([C:5]1[O:9][N:8]=[C:7]([NH:10][C:11]([NH:13][C:14]2[CH:19]=[CH:18][CH:17]=[C:16]([O:20][C:21]3[C:30]4[C:25](=[CH:26][C:27]([O:35][CH3:36])=[C:28]([O:31][CH2:32][CH2:33][N:37]5[CH2:42][CH2:41][O:40][CH2:39][CH2:38]5)[CH:29]=4)[N:24]=[CH:23][N:22]=3)[CH:15]=2)=[O:12])[CH:6]=1)([CH3:4])([CH3:3])[CH3:2], predict the reactants needed to synthesize it. (2) Given the product [Br:19][C:16]1[CH:15]=[C:14]([C@@H:8]2[C@@H:9]([OH:10])[C@@H:5]([OH:4])[C@H:6]([N:20]3[CH:28]=[N:27][C:26]4[C:21]3=[N:22][CH:23]=[N:24][C:25]=4[NH:29][C:30]3[CH:35]=[CH:34][C:33]([Cl:36])=[CH:32][C:31]=3[F:37])[O:7]2)[O:18][N:17]=1, predict the reactants needed to synthesize it. The reactants are: C([O:4][C@@H:5]1[C@H:9]([O:10]C(=O)C)[C@@H:8]([C:14]2[O:18][N:17]=[C:16]([Br:19])[CH:15]=2)[O:7][C@H:6]1[N:20]1[CH:28]=[N:27][C:26]2[C:21]1=[N:22][CH:23]=[N:24][C:25]=2[NH:29][C:30]1[CH:35]=[CH:34][C:33]([Cl:36])=[CH:32][C:31]=1[F:37])(=O)C.C(N)(C)(C)C. (3) Given the product [Cl:1][CH2:2][C:3]([O:16][C:9]1[CH:10]=[CH:11][C:12]([CH:13]([CH3:14])[CH3:15])=[C:7]([CH3:6])[CH:8]=1)=[O:4], predict the reactants needed to synthesize it. The reactants are: [Cl:1][CH2:2][C:3](Cl)=[O:4].[CH3:6][C:7]1[CH:8]=[C:9]([OH:16])[CH:10]=[CH:11][C:12]=1[CH:13]([CH3:15])[CH3:14]. (4) Given the product [Cl:19][C:14]1[CH:13]=[C:12]([CH:17]=[CH:16][C:15]=1[Cl:18])[CH2:11][N:7]1[CH2:8][CH2:9][O:10][C@@H:5]([CH2:4][NH:3][C:27](=[O:28])[CH2:26][Cl:25])[CH2:6]1, predict the reactants needed to synthesize it. The reactants are: Cl.Cl.[NH2:3][CH2:4][C@@H:5]1[O:10][CH2:9][CH2:8][N:7]([CH2:11][C:12]2[CH:17]=[CH:16][C:15]([Cl:18])=[C:14]([Cl:19])[CH:13]=2)[CH2:6]1.C(=O)([O-])O.[Na+].[Cl:25][CH2:26][C:27](Cl)=[O:28]. (5) Given the product [NH2:1][C:2]1[C:3]2[N:4]([C:8]([C@@H:27]3[CH2:32][CH2:31][CH2:30][N:29]([C:51](=[O:53])[CH3:52])[CH2:28]3)=[N:9][C:10]=2[C:11]2[CH:12]=[CH:13][C:14]([C:15]([NH:17][C:18]3[CH:23]=[C:22]([CH3:24])[CH:21]=[CH:20][N:19]=3)=[O:16])=[CH:25][CH:26]=2)[CH:5]=[CH:6][N:7]=1, predict the reactants needed to synthesize it. The reactants are: [NH2:1][C:2]1[C:3]2[N:4]([C:8]([C@@H:27]3[CH2:32][CH2:31][CH2:30][NH:29][CH2:28]3)=[N:9][C:10]=2[C:11]2[CH:26]=[CH:25][C:14]([C:15]([NH:17][C:18]3[CH:23]=[C:22]([CH3:24])[CH:21]=[CH:20][N:19]=3)=[O:16])=[CH:13][CH:12]=2)[CH:5]=[CH:6][N:7]=1.C(P1(=O)OP(=O)(CCC)OP(=O)(CCC)O1)CC.[C:51](O)(=[O:53])[CH3:52].C(N(CC)CC)C. (6) Given the product [C:21]([C:17]1[O:18][C:19]([CH3:20])=[C:15]([CH2:14][O:13][C:9]2[CH:10]=[C:11]([CH3:12])[C:6]([CH2:5][C@H:4]([O:26][CH2:27][CH3:28])[C:3]([OH:29])=[O:2])=[C:7]([CH3:25])[CH:8]=2)[N:16]=1)([CH3:23])([CH3:24])[CH3:22], predict the reactants needed to synthesize it. The reactants are: C[O:2][C:3](=[O:29])[C@@H:4]([O:26][CH2:27][CH3:28])[CH2:5][C:6]1[C:11]([CH3:12])=[CH:10][C:9]([O:13][CH2:14][C:15]2[N:16]=[C:17]([C:21]([CH3:24])([CH3:23])[CH3:22])[O:18][C:19]=2[CH3:20])=[CH:8][C:7]=1[CH3:25].[Li+].[OH-]. (7) Given the product [CH3:20][NH:21][C:22]([N:24]1[C:32]2[C:27](=[CH:28][C:29]([O:33][C:34]3[CH:39]=[CH:38][N:37]=[C:36]([NH:40][C:41]([N:43]4[CH2:48][CH2:47][CH:46]([N:2]5[CH2:5][CH2:4][CH2:3]5)[CH2:45][CH2:44]4)=[O:42])[CH:35]=3)=[CH:30][CH:31]=2)[CH:26]=[CH:25]1)=[O:23], predict the reactants needed to synthesize it. The reactants are: Cl.[NH:2]1[CH2:5][CH2:4][CH2:3]1.C(O[BH-](OC(=O)C)OC(=O)C)(=O)C.[Na+].[CH3:20][NH:21][C:22]([N:24]1[C:32]2[C:27](=[CH:28][C:29]([O:33][C:34]3[CH:39]=[CH:38][N:37]=[C:36]([NH:40][C:41]([N:43]4[CH2:48][CH2:47][C:46](=O)[CH2:45][CH2:44]4)=[O:42])[CH:35]=3)=[CH:30][CH:31]=2)[CH:26]=[CH:25]1)=[O:23].